Task: Regression. Given a peptide amino acid sequence and an MHC pseudo amino acid sequence, predict their binding affinity value. This is MHC class I binding data.. Dataset: Peptide-MHC class I binding affinity with 185,985 pairs from IEDB/IMGT (1) The peptide sequence is ILFPDDVQEL. The MHC is HLA-A02:01 with pseudo-sequence HLA-A02:01. The binding affinity (normalized) is 0.936. (2) The peptide sequence is TAAQAAVVRF. The MHC is HLA-A02:02 with pseudo-sequence HLA-A02:02. The binding affinity (normalized) is 0. (3) The peptide sequence is YFVPNLKDM. The MHC is HLA-B44:02 with pseudo-sequence HLA-B44:02. The binding affinity (normalized) is 0.213. (4) The MHC is HLA-A23:01 with pseudo-sequence HLA-A23:01. The binding affinity (normalized) is 0.0847. The peptide sequence is MGMEQTMSV. (5) The peptide sequence is GGPIYRRV. The MHC is H-2-Kb with pseudo-sequence H-2-Kb. The binding affinity (normalized) is 0.469. (6) The binding affinity (normalized) is 0.516. The peptide sequence is ESDGKPQKV. The MHC is HLA-A01:01 with pseudo-sequence HLA-A01:01. (7) The peptide sequence is LPATERQSH. The MHC is HLA-B07:02 with pseudo-sequence HLA-B07:02. The binding affinity (normalized) is 0.477. (8) The peptide sequence is WTLETLPRV. The MHC is HLA-A02:16 with pseudo-sequence HLA-A02:16. The binding affinity (normalized) is 1.00. (9) The peptide sequence is RENGGYWLL. The MHC is HLA-B40:01 with pseudo-sequence HLA-B40:01. The binding affinity (normalized) is 0.901. (10) The peptide sequence is ISCVLPLL. The MHC is H-2-Kb with pseudo-sequence H-2-Kb. The binding affinity (normalized) is 0.481.